This data is from Reaction yield outcomes from USPTO patents with 853,638 reactions. The task is: Predict the reaction yield, written as a fraction of the theoretical maximum amount of product (1.0 means a 100% yield; for example, 0.34 means a 34% yield). (1) The reactants are [NH:1]1[C:5]2[CH:6]=[CH:7][C:8]([C:10]([OH:12])=O)=[CH:9][C:4]=2[N:3]=[CH:2]1.[CH3:13][O:14][C:15]1[C:28]2[CH2:27][CH2:26][C@H:25]3[C@@H:20]([CH2:21][CH2:22][CH2:23][NH:24]3)[C:19]=2[CH:18]=[CH:17][CH:16]=1. No catalyst specified. The product is [NH:1]1[C:5]2[CH:6]=[CH:7][C:8]([C:10]([N:24]3[C@@H:25]4[C@H:20]([C:19]5[CH:18]=[CH:17][CH:16]=[C:15]([O:14][CH3:13])[C:28]=5[CH2:27][CH2:26]4)[CH2:21][CH2:22][CH2:23]3)=[O:12])=[CH:9][C:4]=2[N:3]=[CH:2]1. The yield is 0.490. (2) The product is [F:34][C:33]([F:36])([F:35])[S:30]([O:21][C:18]1[CH:17]=[CH:16][C:15]([C:12]2[C:11]3[CH:22]=[C:7]([C:5]4[O:6][C:2]([CH3:1])=[N:3][N:4]=4)[CH:8]=[CH:9][C:10]=3[O:14][CH:13]=2)=[CH:20][CH:19]=1)(=[O:32])=[O:31]. The catalyst is O1CCCC1.C(OCC)(=O)C. The yield is 0.920. The reactants are [CH3:1][C:2]1[O:6][C:5]([C:7]2[CH:8]=[CH:9][C:10]3[O:14][CH:13]=[C:12]([C:15]4[CH:20]=[CH:19][C:18]([OH:21])=[CH:17][CH:16]=4)[C:11]=3[CH:22]=2)=[N:4][N:3]=1.C1C=CC(N([S:30]([C:33]([F:36])([F:35])[F:34])(=[O:32])=[O:31])[S:30]([C:33]([F:36])([F:35])[F:34])(=[O:32])=[O:31])=CC=1.[H-].[Na+]. (3) The reactants are [CH2:1]([O:8][C:9]([NH:11][C@@H:12]([CH2:17][CH3:18])[C:13](OC)=[O:14])=[O:10])[C:2]1[CH:7]=[CH:6][CH:5]=[CH:4][CH:3]=1. The catalyst is C1(C)C=CC=CC=1. The product is [CH2:1]([O:8][C:9](=[O:10])[NH:11][C@@H:12]([CH2:17][CH3:18])[CH:13]=[O:14])[C:2]1[CH:7]=[CH:6][CH:5]=[CH:4][CH:3]=1. The yield is 0.640.